Predict the reaction yield, written as a fraction of the theoretical maximum amount of product (1.0 means a 100% yield; for example, 0.34 means a 34% yield). From a dataset of Reaction yield outcomes from USPTO patents with 853,638 reactions. (1) The reactants are [C:1]1([N:7]([CH2:30][CH2:31][CH2:32][C:33]([O:35][C:36]([CH3:39])(C)C)=[O:34])[C:8]([C:10]2[CH:29]=[CH:28][C:13]3[N:14]([CH3:27])[C:15]([CH2:17][NH:18][C:19]4[CH:24]=[CH:23][C:22]([C:25]#[N:26])=[CH:21][CH:20]=4)=[N:16][C:12]=3[CH:11]=2)=[O:9])[CH:6]=[CH:5][CH:4]=[CH:3][CH:2]=1.[ClH:40].C(O)C.C(=O)([O-])[O-].[NH4+:48].[NH4+]. The catalyst is ClCCl.C(O)C. The product is [ClH:40].[ClH:40].[C:1]1([N:7]([CH2:30][CH2:31][CH2:32][C:33]([O:35][CH2:36][CH3:39])=[O:34])[C:8]([C:10]2[CH:29]=[CH:28][C:13]3[N:14]([CH3:27])[C:15]([CH2:17][NH:18][C:19]4[CH:20]=[CH:21][C:22]([C:25](=[NH:26])[NH2:48])=[CH:23][CH:24]=4)=[N:16][C:12]=3[CH:11]=2)=[O:9])[CH:6]=[CH:5][CH:4]=[CH:3][CH:2]=1. The yield is 0.680. (2) The yield is 0.590. The reactants are [C:1]([C:5]1[CH:10]=[C:9]([F:11])[CH:8]=[CH:7][C:6]=1[OH:12])([CH3:4])([CH3:3])[CH3:2].CCN(CC)CC.Cl[C:21]([O:23][CH3:24])=[O:22]. The catalyst is O1CCOCC1. The product is [C:21](=[O:22])([O:23][CH3:24])[O:12][C:6]1[CH:7]=[CH:8][C:9]([F:11])=[CH:10][C:5]=1[C:1]([CH3:4])([CH3:2])[CH3:3]. (3) The reactants are Cl[C:2]1[O:3][C:4]([C:7]2[N:8]([C:16]([O:18][C:19]([CH3:22])([CH3:21])[CH3:20])=[O:17])[C:9]3[C:14]([CH:15]=2)=[CH:13][CH:12]=[CH:11][CH:10]=3)=[CH:5][N:6]=1.[NH2:23][C:24]1[CH:25]=[C:26]([NH:30][S:31]([CH2:34][C:35]2[CH:40]=[CH:39][CH:38]=[CH:37][CH:36]=2)(=[O:33])=[O:32])[CH:27]=[CH:28][CH:29]=1. The catalyst is CC(O)C. The product is [C:35]1([CH2:34][S:31]([NH:30][C:26]2[CH:25]=[C:24]([NH:23][C:2]3[O:3][C:4]([C:7]4[N:8]([C:16]([O:18][C:19]([CH3:22])([CH3:21])[CH3:20])=[O:17])[C:9]5[C:14]([CH:15]=4)=[CH:13][CH:12]=[CH:11][CH:10]=5)=[CH:5][N:6]=3)[CH:29]=[CH:28][CH:27]=2)(=[O:32])=[O:33])[CH:40]=[CH:39][CH:38]=[CH:37][CH:36]=1. The yield is 0.450. (4) The reactants are [CH3:1][N:2]1[CH2:7][CH2:6][N:5]([CH2:8][C:9]2[CH:14]=[CH:13][C:12]([C:15]3[NH:16][C:17](=[O:27])[C:18]4[CH:19]=[CH:20][CH:21]=[C:22]([C:25]#[N:26])[C:23]=4[CH:24]=3)=[CH:11][CH:10]=2)[CH2:4][CH2:3]1.[C:28](O[C:28]([O:30][C:31]([CH3:34])([CH3:33])[CH3:32])=[O:29])([O:30][C:31]([CH3:34])([CH3:33])[CH3:32])=[O:29]. The catalyst is [Ni].C1COCC1.CO. The product is [C:31]([O:30][C:28](=[O:29])[NH:26][CH2:25][C:22]1[CH:21]=[CH:20][CH:19]=[C:18]2[C:23]=1[CH:24]=[C:15]([C:12]1[CH:13]=[CH:14][C:9]([CH2:8][N:5]3[CH2:6][CH2:7][N:2]([CH3:1])[CH2:3][CH2:4]3)=[CH:10][CH:11]=1)[NH:16][C:17]2=[O:27])([CH3:34])([CH3:33])[CH3:32]. The yield is 0.240. (5) The reactants are [NH2:1][C:2]1[CH:7]=[C:6]([Br:8])[CH:5]=[CH:4][C:3]=1[OH:9].Br[CH:11]([CH2:17]Br)[C:12]([O:14][CH2:15][CH3:16])=[O:13].C(=O)([O-])[O-].[K+].[K+]. The catalyst is CC(C)=O. The product is [CH2:15]([O:14][C:12]([CH:11]1[CH2:17][NH:1][C:2]2[CH:7]=[C:6]([Br:8])[CH:5]=[CH:4][C:3]=2[O:9]1)=[O:13])[CH3:16]. The yield is 0.780. (6) The reactants are [CH3:1][N:2]1[C:7](=[O:8])[C:6]([NH:9][C:10]2[CH:15]=[CH:14][C:13]([N:16]3[CH2:21][CH2:20][N:19]([CH:22]4[CH2:25][O:24][CH2:23]4)[CH2:18][CH2:17]3)=[CH:12][N:11]=2)=[CH:5][C:4]([C:26]2[N:33]=[CH:32][CH:31]=[C:30]([N:34]3[CH2:46][CH2:45][N:37]4[C:38]5[CH2:39][CH2:40][CH2:41][CH2:42][C:43]=5[CH:44]=[C:36]4[C:35]3=[O:47])[C:27]=2[CH:28]=[O:29])=[CH:3]1.[BH4-].[Na+]. The catalyst is CO. The product is [OH:29][CH2:28][C:27]1[C:26]([C:4]2[CH:5]=[C:6]([NH:9][C:10]3[CH:15]=[CH:14][C:13]([N:16]4[CH2:17][CH2:18][N:19]([CH:22]5[CH2:23][O:24][CH2:25]5)[CH2:20][CH2:21]4)=[CH:12][N:11]=3)[C:7](=[O:8])[N:2]([CH3:1])[CH:3]=2)=[N:33][CH:32]=[CH:31][C:30]=1[N:34]1[CH2:46][CH2:45][N:37]2[C:38]3[CH2:39][CH2:40][CH2:41][CH2:42][C:43]=3[CH:44]=[C:36]2[C:35]1=[O:47]. The yield is 0.160. (7) The reactants are [Br:1][C:2]1[CH:7]=[CH:6][C:5]([C:8]2([NH2:11])[CH2:10][CH2:9]2)=[CH:4][CH:3]=1.[C:12](O[C:12]([O:14][C:15]([CH3:18])([CH3:17])[CH3:16])=[O:13])([O:14][C:15]([CH3:18])([CH3:17])[CH3:16])=[O:13]. The catalyst is C1COCC1.C(=O)(O)[O-].[Na+]. The product is [C:15]([O:14][C:12](=[O:13])[NH:11][C:8]1([C:5]2[CH:4]=[CH:3][C:2]([Br:1])=[CH:7][CH:6]=2)[CH2:9][CH2:10]1)([CH3:18])([CH3:17])[CH3:16]. The yield is 0.920. (8) The yield is 1.00. The catalyst is C(O)C. The product is [OH:6][CH:5]([CH2:4][OH:3])[C:7]([O:9][C@@H:10]1[CH2:15][C@H:14]([CH3:16])[CH2:13][CH2:12][C@H:11]1[CH:17]([CH3:18])[CH3:19])=[O:8]. The reactants are CC1(C)[O:6][CH:5]([C:7]([O:9][C@@H:10]2[CH2:15][C@H:14]([CH3:16])[CH2:13][CH2:12][C@H:11]2[CH:17]([CH3:19])[CH3:18])=[O:8])[CH2:4][O:3]1.